Dataset: Forward reaction prediction with 1.9M reactions from USPTO patents (1976-2016). Task: Predict the product of the given reaction. (1) The product is: [O:1]1[C:5]2[CH:6]=[CH:7][C:8]([C:10]3([C:13]([NH:26][C:23]4[CH:24]=[N:25][C:20]([O:19][C:18]5[CH:27]=[CH:28][CH:29]=[C:30]([CH3:31])[C:17]=5[CH3:16])=[CH:21][CH:22]=4)=[O:14])[CH2:12][CH2:11]3)=[CH:9][C:4]=2[O:3][CH2:2]1. Given the reactants [O:1]1[C:5]2[CH:6]=[CH:7][C:8]([C:10]3([C:13](Cl)=[O:14])[CH2:12][CH2:11]3)=[CH:9][C:4]=2[O:3][CH2:2]1.[CH3:16][C:17]1[C:30]([CH3:31])=[CH:29][CH:28]=[CH:27][C:18]=1[O:19][C:20]1[N:25]=[CH:24][C:23]([NH2:26])=[CH:22][CH:21]=1, predict the reaction product. (2) Given the reactants [CH3:1][C:2]1[N:3]=[CH:4][N:5]([C:8]2[CH:9]=[C:10]([NH2:14])[CH:11]=[CH:12][CH:13]=2)[C:6]=1[CH3:7].[CH:15]1[CH:20]=[CH:19][C:18]([C:21]([N:23]=[C:24]=[S:25])=[O:22])=[CH:17][CH:16]=1, predict the reaction product. The product is: [C:21]([NH:23][C:24]([NH:14][C:10]1[CH:11]=[CH:12][CH:13]=[C:8]([N:5]2[C:6]([CH3:7])=[C:2]([CH3:1])[N:3]=[CH:4]2)[CH:9]=1)=[S:25])(=[O:22])[C:18]1[CH:19]=[CH:20][CH:15]=[CH:16][CH:17]=1.